Dataset: Reaction yield outcomes from USPTO patents with 853,638 reactions. Task: Predict the reaction yield, written as a fraction of the theoretical maximum amount of product (1.0 means a 100% yield; for example, 0.34 means a 34% yield). (1) The reactants are [NH:1]1[CH2:6][CH2:5][O:4][CH2:3][CH2:2]1.[F:7][C:8]1[CH:9]=[C:10]([N+:15]([O-:17])=[O:16])[CH:11]=[CH:12][C:13]=1F. The catalyst is C1COCC1. The product is [F:7][C:8]1[CH:9]=[C:10]([N+:15]([O-:17])=[O:16])[CH:11]=[CH:12][C:13]=1[N:1]1[CH2:6][CH2:5][O:4][CH2:3][CH2:2]1. The yield is 1.00. (2) The reactants are Cl.[C:2]1([C:8](=[N:15][CH2:16][C:17]2([C:30]3[CH:35]=[CH:34][CH:33]=[C:32]([C:36]4[CH:37]=[N:38][N:39]([CH3:41])[CH:40]=4)[CH:31]=3)[CH2:22][CH2:21][N:20](C(OC(C)(C)C)=O)[CH2:19][CH2:18]2)[C:9]2[CH:14]=[CH:13][CH:12]=[CH:11][CH:10]=2)[CH:7]=[CH:6][CH:5]=[CH:4][CH:3]=1. The catalyst is O1CCOCC1.CO. The product is [C:9]1([C:8]([C:2]2[CH:3]=[CH:4][CH:5]=[CH:6][CH:7]=2)=[N:15][CH2:16][C:17]2([C:30]3[CH:35]=[CH:34][CH:33]=[C:32]([C:36]4[CH:37]=[N:38][N:39]([CH3:41])[CH:40]=4)[CH:31]=3)[CH2:22][CH2:21][NH:20][CH2:19][CH2:18]2)[CH:14]=[CH:13][CH:12]=[CH:11][CH:10]=1. The yield is 0.900. (3) The product is [CH2:1]([O:3][CH:4]([O:13][CH2:14][C@@H:15]1[NH:20][C:19](=[O:21])[CH2:18][CH2:17][CH2:16]1)[CH3:5])[CH3:2]. The reactants are [CH:1]([O:3][CH2:4][CH3:5])=[CH2:2].FC(F)(F)C(O)=O.[OH:13][CH2:14][C@@H:15]1[NH:20][C:19](=[O:21])[CH2:18][CH2:17][CH2:16]1.C([O-])(O)=O.[Na+]. The yield is 0.800. The catalyst is C(Cl)(Cl)Cl.